Dataset: Retrosynthesis with 50K atom-mapped reactions and 10 reaction types from USPTO. Task: Predict the reactants needed to synthesize the given product. (1) Given the product CC1CCN(c2ccc([N+](=O)[O-])cc2C(=O)c2ccccc2Cl)CC1, predict the reactants needed to synthesize it. The reactants are: CC1CCNCC1.O=C(c1ccccc1Cl)c1cc([N+](=O)[O-])ccc1Cl. (2) The reactants are: CI.COc1cc(C(=O)N2[C@@H](c3ncc(C)s3)[C@@H](CO)C[C@@]2(Cc2cscn2)C(=O)OC(C)(C)C)ccc1C(C)(C)C. Given the product COC[C@H]1C[C@@](Cc2cscn2)(C(=O)OC(C)(C)C)N(C(=O)c2ccc(C(C)(C)C)c(OC)c2)[C@H]1c1ncc(C)s1, predict the reactants needed to synthesize it.